Dataset: Peptide-MHC class I binding affinity with 185,985 pairs from IEDB/IMGT. Task: Regression. Given a peptide amino acid sequence and an MHC pseudo amino acid sequence, predict their binding affinity value. This is MHC class I binding data. (1) The peptide sequence is LVTARQKLK. The MHC is HLA-B27:03 with pseudo-sequence HLA-B27:03. The binding affinity (normalized) is 0.0847. (2) The peptide sequence is RWFPTAFEF. The MHC is Mamu-B52 with pseudo-sequence Mamu-B52. The binding affinity (normalized) is 0.768.